Predict the product of the given reaction. From a dataset of Forward reaction prediction with 1.9M reactions from USPTO patents (1976-2016). (1) Given the reactants [NH:1]([C:3](=[O:11])[CH2:4][CH2:5][CH2:6][NH:7][C:8]([NH2:10])=[S:9])[NH2:2].C(N([CH2:17][CH3:18])CC)C.OC1OC(C2[CH:26]=[C:27]([NH:31][C:32]([NH2:34])=[S:33])[CH:28]=[CH:29][CH:30]=2)=NN=1.C[OH:36], predict the reaction product. The product is: [NH:1]([C:3](=[O:11])[CH2:4][CH2:5][CH2:6][NH:7][C:8]1[S:9][CH:30]=[C:29]([C:28]2[S:33][C:32]([NH:34][C:17](=[O:36])[CH3:18])=[N:31][C:27]=2[CH3:26])[N:10]=1)[NH2:2]. (2) Given the reactants C[O:2][C:3](=[O:31])[C:4]1[CH:9]=[CH:8][CH:7]=[CH:6][C:5]=1[C:10]1[CH:30]=[CH:29][C:13]2[NH:14][C:15]([CH2:17][O:18][C:19]3[CH:24]=[CH:23][C:22]([C:25]([F:28])([F:27])[F:26])=[CH:21][CH:20]=3)=[N:16][C:12]=2[CH:11]=1.CO.[OH-].[Li+].Cl, predict the reaction product. The product is: [F:28][C:25]([F:26])([F:27])[C:22]1[CH:23]=[CH:24][C:19]([O:18][CH2:17][C:15]2[NH:14][C:13]3[CH:29]=[CH:30][C:10]([C:5]4[CH:6]=[CH:7][CH:8]=[CH:9][C:4]=4[C:3]([OH:31])=[O:2])=[CH:11][C:12]=3[N:16]=2)=[CH:20][CH:21]=1. (3) Given the reactants Br[C:2]1[CH:3]=[C:4]2[C:9](=[CH:10][C:11]=1[O:12][CH3:13])[NH:8][CH:7]=[CH:6][C:5]2=[O:14].C(Cl)Cl.CC([O-])=O.[K+].[B:23]1([B:23]2[O:27][C:26]([CH3:29])([CH3:28])[C:25]([CH3:31])([CH3:30])[O:24]2)[O:27][C:26]([CH3:29])([CH3:28])[C:25]([CH3:31])([CH3:30])[O:24]1, predict the reaction product. The product is: [CH3:13][O:12][C:11]1[CH:10]=[C:9]2[C:4]([C:5](=[O:14])[CH:6]=[CH:7][NH:8]2)=[CH:3][C:2]=1[B:23]1[O:27][C:26]([CH3:29])([CH3:28])[C:25]([CH3:31])([CH3:30])[O:24]1.[CH3:13][O:12][C:11]1[CH:10]=[C:9]2[C:4]([C:5](=[O:14])[CH:6]=[CH:7][NH:8]2)=[CH:3][C:2]=1[B:23]([OH:27])[OH:24]. (4) Given the reactants [N:1]12[CH2:6][CH:5]1[CH2:4][CH2:3][S:2]2(=[O:8])=[O:7].[Br:9][C:10]1[C:15]([CH3:16])=[CH:14][C:13]([OH:17])=[CH:12][C:11]=1[CH3:18].[H-].[Na+].O, predict the reaction product. The product is: [Br:9][C:10]1[C:15]([CH3:16])=[CH:14][C:13]([O:17][CH:5]2[CH2:4][CH2:3][S:2](=[O:8])(=[O:7])[NH:1][CH2:6]2)=[CH:12][C:11]=1[CH3:18].